Dataset: CYP2C9 inhibition data for predicting drug metabolism from PubChem BioAssay. Task: Regression/Classification. Given a drug SMILES string, predict its absorption, distribution, metabolism, or excretion properties. Task type varies by dataset: regression for continuous measurements (e.g., permeability, clearance, half-life) or binary classification for categorical outcomes (e.g., BBB penetration, CYP inhibition). Dataset: cyp2c9_veith. The drug is O=C(NN=c1c(=O)c2ccccc2c1=O)c1ccccc1. The result is 1 (inhibitor).